Task: Predict which catalyst facilitates the given reaction.. Dataset: Catalyst prediction with 721,799 reactions and 888 catalyst types from USPTO Reactant: [F:1][C:2]1[CH:16]=[CH:15][C:5]2[C:6]([CH:9]3[CH2:14][CH2:13][NH:12][CH2:11][CH2:10]3)=[N:7][O:8][C:4]=2[CH:3]=1.Cl[CH2:18][CH2:19][C:20]1[C:25](=[O:26])[N:24]2[CH2:27][CH2:28][CH2:29][CH2:30][C:23]2=[N:22][C:21]=1[CH3:31].C(N(C(C)C)CC)(C)C. Product: [F:1][C:2]1[CH:16]=[CH:15][C:5]2[C:6]([CH:9]3[CH2:10][CH2:11][N:12]([CH2:18][CH2:19][C:20]4[C:25](=[O:26])[N:24]5[CH2:27][CH2:28][CH2:29][CH2:30][C:23]5=[N:22][C:21]=4[CH3:31])[CH2:13][CH2:14]3)=[N:7][O:8][C:4]=2[CH:3]=1. The catalyst class is: 5.